This data is from Reaction yield outcomes from USPTO patents with 853,638 reactions. The task is: Predict the reaction yield, written as a fraction of the theoretical maximum amount of product (1.0 means a 100% yield; for example, 0.34 means a 34% yield). (1) The reactants are C(OC([CH:8]1[N:13](C(O)=O)[CH2:12][CH2:11][N:10](C(O)=O)[C:9]1(C(OC(C)(C)C)=O)[C:20]1[N:24]([CH3:25])[N:23]=[N:22][N:21]=1)=O)(C)(C)C.FC(F)(F)C(O)=O.[Cl:40]CCl. No catalyst specified. The product is [ClH:40].[ClH:40].[CH3:25][N:24]1[C:20]([CH:9]2[CH2:8][NH:13][CH2:12][CH2:11][NH:10]2)=[N:21][N:22]=[N:23]1. The yield is 0.746. (2) The reactants are [NH:1]1[C:5]2[CH:6]=[CH:7][C:8]([C:10]([OH:12])=O)=[CH:9][C:4]=2[N:3]=[CH:2]1.[C:13]1([C:19]2[CH:20]=[CH:21][C:22]3[CH2:23][C@H:24]4[C@@H:29]([C:30]=3[CH:31]=2)[CH2:28][CH2:27][CH2:26][NH:25]4)[CH:18]=[CH:17][CH:16]=[CH:15][CH:14]=1. No catalyst specified. The product is [NH:1]1[C:5]2[CH:6]=[CH:7][C:8]([C:10]([N:25]3[CH2:26][CH2:27][CH2:28][C@@H:29]4[C:30]5[CH:31]=[C:19]([C:13]6[CH:18]=[CH:17][CH:16]=[CH:15][CH:14]=6)[CH:20]=[CH:21][C:22]=5[CH2:23][C@H:24]34)=[O:12])=[CH:9][C:4]=2[N:3]=[CH:2]1. The yield is 0.630. (3) The reactants are [Br:1][C:2]1[CH:7]=[CH:6][C:5]([NH:8][C:9]2[C:10]([C:20]([OH:22])=O)=[CH:11][C:12]3[N:16]([CH3:17])[CH:15]=[N:14][C:13]=3[C:18]=2[F:19])=[C:4]([Cl:23])[CH:3]=1.[CH:24]([O:26][CH2:27][CH2:28][O:29][NH2:30])=[CH2:25].C1C=CC2N(O)N=NC=2C=1.C(N(CC)CC)C.CCN=C=NCCCN(C)C.Cl. The catalyst is CN(C)C=O.C(OCC)(=O)C. The product is [CH:24]([O:26][CH2:27][CH2:28][O:29][NH:30][C:20]([C:10]1[C:9]([NH:8][C:5]2[CH:6]=[CH:7][C:2]([Br:1])=[CH:3][C:4]=2[Cl:23])=[C:18]([F:19])[C:13]2[N:14]=[CH:15][N:16]([CH3:17])[C:12]=2[CH:11]=1)=[O:22])=[CH2:25]. The yield is 0.900. (4) The reactants are [Cl:1][C:2]1[C:3]2[CH:24]=[CH:23][CH:22]=[CH:21][C:4]=2[S:5][C:6]=1[CH2:7][O:8][C:9]1[CH:14]=[CH:13][C:12]([CH2:15][CH2:16][C:17]([O:19]C)=[O:18])=[CH:11][CH:10]=1.O1CCCC1.O.[OH-].[Li+].Cl. The catalyst is O.CO. The product is [Cl:1][C:2]1[C:3]2[CH:24]=[CH:23][CH:22]=[CH:21][C:4]=2[S:5][C:6]=1[CH2:7][O:8][C:9]1[CH:10]=[CH:11][C:12]([CH2:15][CH2:16][C:17]([OH:19])=[O:18])=[CH:13][CH:14]=1. The yield is 0.940.